Dataset: Peptide-MHC class I binding affinity with 185,985 pairs from IEDB/IMGT. Task: Regression. Given a peptide amino acid sequence and an MHC pseudo amino acid sequence, predict their binding affinity value. This is MHC class I binding data. The binding affinity (normalized) is 0.0847. The MHC is HLA-B48:01 with pseudo-sequence HLA-B48:01. The peptide sequence is KFRRFTQAI.